Dataset: Reaction yield outcomes from USPTO patents with 853,638 reactions. Task: Predict the reaction yield, written as a fraction of the theoretical maximum amount of product (1.0 means a 100% yield; for example, 0.34 means a 34% yield). (1) The product is [Cl:1][C:2]1[CH:7]=[C:6]([F:8])[C:5]([I:17])=[C:4]([F:9])[C:3]=1[O:10][CH3:11]. The catalyst is C1COCC1.CCOCC. The reactants are [Cl:1][C:2]1[CH:7]=[C:6]([F:8])[CH:5]=[C:4]([F:9])[C:3]=1[O:10][CH3:11].C([Li])CCC.[I:17]I.OS([O-])=O.[Na+]. The yield is 0.910. (2) The reactants are [CH:1]1([O:6][C:7]2[CH:8]=[C:9]([CH:12]=[CH:13][C:14]=2[O:15][CH3:16])[CH:10]=O)[CH2:5][CH2:4][CH2:3][CH2:2]1.[NH2:17]C1C=NC(Br)=CN=1.C(O[BH-](OC(=O)C)OC(=O)C)(=O)C.[Na+].C(O)(=O)C. The catalyst is ClCCl.C(OCC)(=O)C. The product is [CH:1]1([O:6][C:7]2[CH:8]=[C:9]([CH:12]=[CH:13][C:14]=2[O:15][CH3:16])[CH2:10][NH2:17])[CH2:5][CH2:4][CH2:3][CH2:2]1. The yield is 0.610. (3) The reactants are C(OC([N:8]1[C:16]2[C:11](=[N:12][C:13]([O:17][CH3:18])=[CH:14][CH:15]=2)[CH:10]=[C:9]1[C:19]1[C:20]2[S:33][CH:32]=[CH:31][C:21]=2[N:22](C(OC(C)(C)C)=O)[N:23]=1)=O)(C)(C)C.C1(OC)C=CC=CC=1.FC(F)(F)C(O)=O.C(=O)([O-])[O-].[K+].[K+]. The catalyst is ClCCl. The product is [CH3:18][O:17][C:13]1[N:12]=[C:11]2[CH:10]=[C:9]([C:19]3[C:20]4[S:33][CH:32]=[CH:31][C:21]=4[NH:22][N:23]=3)[NH:8][C:16]2=[CH:15][CH:14]=1. The yield is 0.740. (4) The reactants are [CH2:1]([O:3][CH2:4][CH2:5][N:6]1[CH:10]=[C:9](I)[CH:8]=[N:7]1)[CH3:2].C([Mg]Cl)(C)C.C(O[B:21]1[O:25][C:24]([CH3:27])([CH3:26])[C:23]([CH3:29])([CH3:28])[O:22]1)(C)C. The catalyst is C1COCC1. The product is [CH2:1]([O:3][CH2:4][CH2:5][N:6]1[CH:10]=[C:9]([B:21]2[O:25][C:24]([CH3:27])([CH3:26])[C:23]([CH3:29])([CH3:28])[O:22]2)[CH:8]=[N:7]1)[CH3:2]. The yield is 0.851. (5) The yield is 0.0410. The catalyst is O1CCCC1. The reactants are [CH3:1][C:2]1[CH:7]=[C:6]([CH3:8])[NH:5][C:4](=[O:9])[C:3]=1[CH2:10][NH:11][C:12]([C:14]1[C:22]2[C:17](=[CH:18][CH:19]=[CH:20][CH:21]=2)[NH:16][C:15]=1[CH3:23])=[O:13].[H-].[Na+].[C:26]1([S:32](Cl)(=[O:34])=[O:33])[CH:31]=[CH:30][CH:29]=[CH:28][CH:27]=1. The product is [CH3:1][C:2]1[CH:7]=[C:6]([CH3:8])[NH:5][C:4](=[O:9])[C:3]=1[CH2:10][NH:11][C:12]([C:14]1[C:22]2[C:17](=[CH:18][CH:19]=[CH:20][CH:21]=2)[N:16]([S:32]([C:26]2[CH:31]=[CH:30][CH:29]=[CH:28][CH:27]=2)(=[O:34])=[O:33])[C:15]=1[CH3:23])=[O:13]. (6) The reactants are [C:1]([C:3]1[CH:8]=[CH:7][C:6]([NH:9][C:10]([CH:12]2[NH:16][CH:15]([CH2:17][C:18]([CH3:21])([CH3:20])[CH3:19])[C:14]3([C:29]4[C:24](=[CH:25][C:26]([Cl:30])=[CH:27][CH:28]=4)[NH:23][C:22]3=[O:31])[CH:13]2[C:32]2[CH:37]=[CH:36][CH:35]=[C:34]([Br:38])[C:33]=2[F:39])=[O:11])=[CH:5][CH:4]=1)#[N:2].[OH:40]O.[OH-].[Na+]. The catalyst is CS(C)=O. The product is [C:1]([C:3]1[CH:4]=[CH:5][C:6]([NH:9][C:10]([CH:12]2[NH:16][CH:15]([CH2:17][C:18]([CH3:21])([CH3:20])[CH3:19])[C:14]3([C:29]4[C:24](=[CH:25][C:26]([Cl:30])=[CH:27][CH:28]=4)[NH:23][C:22]3=[O:31])[CH:13]2[C:32]2[CH:37]=[CH:36][CH:35]=[C:34]([Br:38])[C:33]=2[F:39])=[O:11])=[CH:7][CH:8]=1)(=[O:40])[NH2:2]. The yield is 0.850. (7) The reactants are Br[CH2:2][CH2:3][CH:4]([S:9]([OH:12])(=[O:11])=[O:10])[C:5]([O:7][CH3:8])=[O:6].[N-:13]=[N+:14]=[N-:15].[Na+]. The catalyst is CN(C=O)C. The product is [N:13]([CH2:2][CH2:3][CH:4]([S:9]([OH:12])(=[O:11])=[O:10])[C:5]([O:7][CH3:8])=[O:6])=[N+:14]=[N-:15]. The yield is 0.950. (8) The yield is 0.610. The catalyst is CN(C)C=O.[Cu](I)I. The product is [CH3:28][NH:29][C:2]1[CH:11]=[C:10]2[C:5]([CH:6]=[C:7]([C:13]3[CH:18]=[CH:17][CH:16]=[CH:15][C:14]=3[C:19]([F:22])([F:21])[F:20])[NH:8][C:9]2=[O:12])=[CH:4][CH:3]=1. The reactants are Br[C:2]1[CH:11]=[C:10]2[C:5]([CH:6]=[C:7]([C:13]3[CH:18]=[CH:17][CH:16]=[CH:15][C:14]=3[C:19]([F:22])([F:21])[F:20])[NH:8][C:9]2=[O:12])=[CH:4][CH:3]=1.C([O-])(=O)C.[Cs+].[CH3:28][NH2:29].CO.O. (9) The catalyst is CN(C=O)C. The product is [CH2:53]([O:60][NH:61][C:16](=[O:18])[CH:15]([N:12]1[C:13](=[O:14])[CH:9]([CH2:8][O:7][CH2:6][C:5]2[CH:4]=[CH:3][C:2]([Br:1])=[CH:24][CH:23]=2)[NH:10][C:11]1=[O:22])[CH:19]([CH3:21])[CH3:20])[C:54]1[CH:59]=[CH:58][CH:57]=[CH:56][CH:55]=1. The yield is 0.830. The reactants are [Br:1][C:2]1[CH:24]=[CH:23][C:5]([CH2:6][O:7][CH2:8][CH:9]2[C:13](=[O:14])[N:12]([CH:15]([CH:19]([CH3:21])[CH3:20])[C:16]([OH:18])=O)[C:11](=[O:22])[NH:10]2)=[CH:4][CH:3]=1.CN1CCOCC1.C1C=CC2N(O)N=NC=2C=1.CCN=C=NCCCN(C)C.[CH2:53]([O:60][NH2:61])[C:54]1[CH:59]=[CH:58][CH:57]=[CH:56][CH:55]=1.Cl.